This data is from Reaction yield outcomes from USPTO patents with 853,638 reactions. The task is: Predict the reaction yield, written as a fraction of the theoretical maximum amount of product (1.0 means a 100% yield; for example, 0.34 means a 34% yield). The reactants are [CH2:1]([N:4]([C:38]1[S:39][CH:40]=[CH:41][N:42]=1)[S:5]([C:8]1[CH:13]=[CH:12][C:11]([N:14]2[CH2:18][CH2:17][C@@H:16]([O:19][Si](C(C)(C)C)(C3C=CC=CC=3)C3C=CC=CC=3)[C:15]2=[O:37])=[CH:10][CH:9]=1)(=[O:7])=[O:6])[CH:2]=[CH2:3].C1COCC1.[F-].C([N+](CCCC)(CCCC)CCCC)CCC. The catalyst is O. The product is [CH2:1]([N:4]([C:38]1[S:39][CH:40]=[CH:41][N:42]=1)[S:5]([C:8]1[CH:9]=[CH:10][C:11]([N:14]2[CH2:18][CH2:17][C@@H:16]([OH:19])[C:15]2=[O:37])=[CH:12][CH:13]=1)(=[O:7])=[O:6])[CH:2]=[CH2:3]. The yield is 0.820.